From a dataset of Reaction yield outcomes from USPTO patents with 853,638 reactions. Predict the reaction yield, written as a fraction of the theoretical maximum amount of product (1.0 means a 100% yield; for example, 0.34 means a 34% yield). (1) The reactants are Br[C:2]1[C:7]([N:8]([CH2:23][O:24][CH3:25])[S:9]([C:12]2[CH:17]=[CH:16][C:15]([Cl:18])=[C:14]([C:19]([F:22])([F:21])[F:20])[CH:13]=2)(=[O:11])=[O:10])=[CH:6][C:5]([Cl:26])=[CH:4][N:3]=1.C([Mg]Cl)(C)C.[Cl:32][C:33]1[CH:44]=[CH:43][C:42]([CH3:45])=[CH:41][C:34]=1[C:35](N(OC)C)=[O:36]. The catalyst is C1COCC1. The product is [Cl:18][C:15]1[CH:16]=[CH:17][C:12]([S:9]([N:8]([C:7]2[C:2]([C:35](=[O:36])[C:34]3[CH:41]=[C:42]([CH3:45])[CH:43]=[CH:44][C:33]=3[Cl:32])=[N:3][CH:4]=[C:5]([Cl:26])[CH:6]=2)[CH2:23][O:24][CH3:25])(=[O:11])=[O:10])=[CH:13][C:14]=1[C:19]([F:22])([F:21])[F:20]. The yield is 0.480. (2) The reactants are [NH:1]1[CH:5]=[CH:4][CH:3]=[C:2]1[C:6]([NH:8][NH2:9])=O.[C:10]1([N:16]=[C:17]=[S:18])[CH:15]=[CH:14][CH:13]=[CH:12][CH:11]=1. The catalyst is O1CCOCC1. The product is [C:10]1([N:16]2[C:6]([C:2]3[NH:1][CH:5]=[CH:4][CH:3]=3)=[N:8][NH:9][C:17]2=[S:18])[CH:15]=[CH:14][CH:13]=[CH:12][CH:11]=1. The yield is 0.430.